This data is from Full USPTO retrosynthesis dataset with 1.9M reactions from patents (1976-2016). The task is: Predict the reactants needed to synthesize the given product. (1) The reactants are: [F:1][C@H:2]1[C@@H:6]([CH2:7][NH:8][C:9]([O:11][CH2:12][C:13]2[CH:18]=[CH:17][CH:16]=[CH:15][CH:14]=2)=[O:10])[CH2:5][N:4](C(OC(C)(C)C)=O)[CH2:3]1.C(O)(C(F)(F)F)=O.CC[NH+](CC)CC.CC[NH+](CC)CC.C([O-])([O-])=O. Given the product [F:1][C@H:2]1[CH2:3][NH:4][CH2:5][C@H:6]1[CH2:7][NH:8][C:9](=[O:10])[O:11][CH2:12][C:13]1[CH:18]=[CH:17][CH:16]=[CH:15][CH:14]=1, predict the reactants needed to synthesize it. (2) The reactants are: Br[C:2]1[CH:3]=[N:4][CH:5]=[C:6]2[C:11]=1[N:10]=[C:9]([C:12]([NH:14][CH:15]([C:17]([OH:20])([CH3:19])[CH3:18])[CH3:16])=[O:13])[CH:8]=[CH:7]2.[Cl:21][C:22]1[CH:27]=[CH:26][CH:25]=[C:24](B2OC(C)(C)C(C)(C)O2)[N:23]=1. Given the product [Cl:21][C:22]1[N:23]=[C:24]([C:2]2[CH:3]=[N:4][CH:5]=[C:6]3[C:11]=2[N:10]=[C:9]([C:12]([NH:14][CH:15]([C:17]([OH:20])([CH3:19])[CH3:18])[CH3:16])=[O:13])[CH:8]=[CH:7]3)[CH:25]=[CH:26][CH:27]=1, predict the reactants needed to synthesize it. (3) Given the product [N+:1]([C:16]1[CH:17]=[CH:18][C:13]([B:19]([OH:21])[OH:20])=[CH:14][CH:15]=1)([O-:3])=[O:2], predict the reactants needed to synthesize it. The reactants are: [N+:1](C1C=C(B(O)O)C=CC=1)([O-:3])=[O:2].[C:13]1([B:19]([OH:21])[OH:20])[CH:18]=[CH:17][CH:16]=[CH:15][CH:14]=1. (4) The reactants are: [CH2:1]([NH2:7])[CH2:2][CH2:3][CH2:4][CH2:5][CH3:6].C([O:10][C:11]([C:13]1[S:14][C:15]([N:18]2[CH2:23][CH2:22][N:21]([C:24](=[O:35])[C:25]3[CH:30]=[CH:29][CH:28]=[CH:27][C:26]=3[C:31]([F:34])([F:33])[F:32])[CH2:20][CH2:19]2)=[N:16][N:17]=1)=O)C. Given the product [CH2:1]([NH:7][C:11]([C:13]1[S:14][C:15]([N:18]2[CH2:19][CH2:20][N:21]([C:24](=[O:35])[C:25]3[CH:30]=[CH:29][CH:28]=[CH:27][C:26]=3[C:31]([F:34])([F:33])[F:32])[CH2:22][CH2:23]2)=[N:16][N:17]=1)=[O:10])[CH2:2][CH2:3][CH2:4][CH2:5][CH3:6], predict the reactants needed to synthesize it. (5) Given the product [C:19]([N:8]([C:9](=[O:18])[C:10]1[CH:11]=[C:12]([CH3:17])[CH:13]=[C:14]([CH3:16])[CH:15]=1)[NH:7][C:5]([C:4]1[CH:23]=[CH:24][C:25]2[B:26]([OH:30])[O:27][CH:28]=[N:1][C:2]=2[CH:3]=1)=[O:6])([CH3:20])([CH3:22])[CH3:21], predict the reactants needed to synthesize it. The reactants are: [NH2:1][C:2]1[CH:3]=[C:4]([CH:23]=[CH:24][C:25]=1[B:26]1[O:30]C(C)(C)[C:28](C)(C)[O:27]1)[C:5]([NH:7][N:8]([C:19]([CH3:22])([CH3:21])[CH3:20])[C:9](=[O:18])[C:10]1[CH:15]=[C:14]([CH3:16])[CH:13]=[C:12]([CH3:17])[CH:11]=1)=[O:6].C(O)=O. (6) Given the product [CH2:14]([C:12]1[CH:13]=[C:9]([NH:8][C:6]2[CH:5]=[CH:4][N:3]=[C:2]([NH:29][CH2:30][C:31]3[O:35][N:34]=[C:33]([C:36]([NH2:38])=[O:37])[CH:32]=3)[N:7]=2)[NH:10][N:11]=1)[CH2:15][C:16]1[CH:21]=[CH:20][CH:19]=[CH:18][CH:17]=1, predict the reactants needed to synthesize it. The reactants are: Cl[C:2]1[N:7]=[C:6]([NH:8][C:9]2[NH:10][N:11]=[C:12]([CH2:14][CH2:15][C:16]3[CH:21]=[CH:20][CH:19]=[CH:18][CH:17]=3)[CH:13]=2)[CH:5]=[CH:4][N:3]=1.FC(F)(F)C(O)=O.[NH2:29][CH2:30][C:31]1[O:35][N:34]=[C:33]([C:36]([NH2:38])=[O:37])[CH:32]=1.C(N(C(C)C)CC)(C)C.